Dataset: Catalyst prediction with 721,799 reactions and 888 catalyst types from USPTO. Task: Predict which catalyst facilitates the given reaction. (1) Reactant: [N:1]1[CH:6]=[C:5]([CH:7]=O)[CH:4]=[N:3][CH:2]=1.[C:9]([O:13][C:14]([N:16]1[CH2:21][CH2:20][NH:19][CH2:18][CH2:17]1)=[O:15])([CH3:12])([CH3:11])[CH3:10].C([BH3-])#N.[Na+]. Product: [N:3]1[CH:4]=[C:5]([CH2:7][N:19]2[CH2:18][CH2:17][N:16]([C:14]([O:13][C:9]([CH3:12])([CH3:11])[CH3:10])=[O:15])[CH2:21][CH2:20]2)[CH:6]=[N:1][CH:2]=1. The catalyst class is: 212. (2) Reactant: [I-].[Cl:2][C:3]1[CH:4]=[C:5]([Zn+])[CH:6]=[CH:7][CH:8]=1.[Cl:10][C:11]1[C:16]([C:17]([O:19][CH2:20][CH3:21])=[O:18])=[CH:15][N:14]=[C:13](Cl)[CH:12]=1.O.C(OCC)(=O)C. Product: [Cl:10][C:11]1[C:16]([C:17]([O:19][CH2:20][CH3:21])=[O:18])=[CH:15][N:14]=[C:13]([C:5]2[CH:6]=[CH:7][CH:8]=[C:3]([Cl:2])[CH:4]=2)[CH:12]=1. The catalyst class is: 176. (3) Reactant: [Cl:1][C:2]1[CH:3]=[C:4]([C:8]#[C:9][C:10]2[CH2:14][C:13]3([C:22]4[C:17](=[CH:18][CH:19]=[CH:20][CH:21]=4)[C:16](=O)[CH2:15]3)[O:12][N:11]=2)[CH:5]=[CH:6][CH:7]=1.[CH3:24][O:25][NH2:26].Cl. Product: [Cl:1][C:2]1[CH:3]=[C:4]([C:8]#[C:9][C:10]2[CH2:14][C:13]3([C:22]4[C:17](=[CH:18][CH:19]=[CH:20][CH:21]=4)[C:16](=[N:26][O:25][CH3:24])[CH2:15]3)[O:12][N:11]=2)[CH:5]=[CH:6][CH:7]=1. The catalyst class is: 228. (4) Reactant: [C:1]([O:5][C:6]([N:8]1[CH2:13][CH2:12][CH:11]([OH:14])[CH2:10][CH2:9]1)=[O:7])([CH3:4])([CH3:3])[CH3:2].[H-].[Na+].Br[CH2:18][C:19]1[O:20][C:21]2[CH:27]=[CH:26][C:25]([S:28][CH3:29])=[CH:24][C:22]=2[CH:23]=1. Product: [C:1]([O:5][C:6]([N:8]1[CH2:13][CH2:12][CH:11]([O:14][CH2:18][C:19]2[O:20][C:21]3[CH:27]=[CH:26][C:25]([S:28][CH3:29])=[CH:24][C:22]=3[CH:23]=2)[CH2:10][CH2:9]1)=[O:7])([CH3:4])([CH3:2])[CH3:3]. The catalyst class is: 1. (5) Reactant: [C:1]([C:3]1[C:7]([C:8]2[CH:13]=[CH:12][C:11]([CH3:14])=[CH:10][CH:9]=2)=[CH:6][NH:5][C:4]=1[N:15]=[CH:16][NH2:17])#[N:2].C[O-].[Na+]. Product: [C:11]1([CH3:14])[CH:10]=[CH:9][C:8]([C:7]2[C:3]3[C:1]([NH2:2])=[N:17][CH:16]=[N:15][C:4]=3[NH:5][CH:6]=2)=[CH:13][CH:12]=1. The catalyst class is: 5.